Dataset: Catalyst prediction with 721,799 reactions and 888 catalyst types from USPTO. Task: Predict which catalyst facilitates the given reaction. Reactant: Br[C:2]1[C:7]([NH:8][C:9](=[O:11])[CH3:10])=[N:6][CH:5]=[C:4]([C:12]2[CH:17]=[CH:16][CH:15]=[C:14]([NH:18][C:19](=[O:21])[CH3:20])[CH:13]=2)[N:3]=1.[CH3:22][O:23][C:24]1[CH:25]=[C:26]([CH:28]=[C:29]([O:33][CH3:34])[C:30]=1[O:31][CH3:32])[NH2:27].CC(C)([O-])C.[Na+].C1(P(C2C=CC=CC=2)C2C3OC4C(=CC=CC=4P(C4C=CC=CC=4)C4C=CC=CC=4)C(C)(C)C=3C=CC=2)C=CC=CC=1. Product: [CH3:34][O:33][C:29]1[CH:28]=[C:26]([NH:27][C:2]2[C:7]([NH:8][C:9](=[O:11])[CH3:10])=[N:6][CH:5]=[C:4]([C:12]3[CH:17]=[CH:16][CH:15]=[C:14]([NH:18][C:19](=[O:21])[CH3:20])[CH:13]=3)[N:3]=2)[CH:25]=[C:24]([O:23][CH3:22])[C:30]=1[O:31][CH3:32]. The catalyst class is: 11.